This data is from Reaction yield outcomes from USPTO patents with 853,638 reactions. The task is: Predict the reaction yield, written as a fraction of the theoretical maximum amount of product (1.0 means a 100% yield; for example, 0.34 means a 34% yield). (1) The reactants are Br[C:2]1[C:12]2[O:11][CH2:10][CH2:9][N:8]([C:13]([O:15][C:16]([CH3:19])([CH3:18])[CH3:17])=[O:14])[CH2:7][C:6]=2[CH:5]=[CH:4][CH:3]=1.C([Li])CCC.CCCCCC.[C:31]1(=[O:35])[CH2:34][CH2:33][CH2:32]1.[Cl-].[NH4+]. The catalyst is O1CCCC1. The product is [OH:35][C:31]1([C:2]2[C:12]3[O:11][CH2:10][CH2:9][N:8]([C:13]([O:15][C:16]([CH3:19])([CH3:18])[CH3:17])=[O:14])[CH2:7][C:6]=3[CH:5]=[CH:4][CH:3]=2)[CH2:34][CH2:33][CH2:32]1. The yield is 0.338. (2) The reactants are [C:1]([C:6]1([CH:32]2[CH2:37][CH2:36][CH2:35][CH2:34][CH2:33]2)[CH2:11][CH2:10][N:9]([C:12](=[O:31])[C@H:13]([NH:23]C(=O)OC(C)(C)C)[CH2:14][C:15]2[CH:20]=[CH:19][C:18]([O:21][CH3:22])=[CH:17][CH:16]=2)[CH2:8][CH2:7]1)(=[O:5])[CH2:2][CH2:3][CH3:4].[OH-].[Na+]. The catalyst is C(Cl)Cl.FC(F)(F)C(O)=O. The product is [NH2:23][C@H:13]([CH2:14][C:15]1[CH:16]=[CH:17][C:18]([O:21][CH3:22])=[CH:19][CH:20]=1)[C:12]([N:9]1[CH2:10][CH2:11][C:6]([C:1](=[O:5])[CH2:2][CH2:3][CH3:4])([CH:32]2[CH2:33][CH2:34][CH2:35][CH2:36][CH2:37]2)[CH2:7][CH2:8]1)=[O:31]. The yield is 0.860. (3) The yield is 0.420. The reactants are [CH:1]([C:4]1[CH:9]=[CH:8][C:7]([C:10]2[C:14]3[C:15]([CH3:22])=[C:16]([NH2:21])[C:17]([CH3:20])=[C:18]([CH3:19])[C:13]=3[O:12][C:11]=2[CH3:23])=[CH:6][CH:5]=1)([CH3:3])[CH3:2].[CH3:24][O:25][C:26]1[CH:31]=[CH:30][C:29]([CH2:32][C:33](Cl)=[O:34])=[CH:28][CH:27]=1. The product is [CH:1]([C:4]1[CH:9]=[CH:8][C:7]([C:10]2[C:14]3[C:15]([CH3:22])=[C:16]([NH:21][C:33](=[O:34])[CH2:32][C:29]4[CH:30]=[CH:31][C:26]([O:25][CH3:24])=[CH:27][CH:28]=4)[C:17]([CH3:20])=[C:18]([CH3:19])[C:13]=3[O:12][C:11]=2[CH3:23])=[CH:6][CH:5]=1)([CH3:3])[CH3:2]. The catalyst is CO. (4) The reactants are [Br:1][C:2]1[CH:3]=[N:4][CH:5]=[C:6](F)[CH:7]=1.[NH:9]1[CH:13]=[C:12]([C:14](=[O:16])[CH3:15])[CH:11]=[N:10]1.C([O-])([O-])=O.[Cs+].[Cs+]. The catalyst is CN(C=O)C.O. The product is [Br:1][C:2]1[CH:7]=[C:6]([N:9]2[CH:13]=[C:12]([C:14](=[O:16])[CH3:15])[CH:11]=[N:10]2)[CH:5]=[N:4][CH:3]=1. The yield is 0.830. (5) The reactants are [F:1][CH:2]([F:12])[O:3][C:4]1[CH:9]=[CH:8][C:7]([C:10]#[CH:11])=[CH:6][CH:5]=1.[CH2:13]([O:15][C:16](=[O:29])[CH:17]=[C:18]1[CH2:21][CH:20]([C:22]2[CH:27]=[CH:26][CH:25]=[C:24](Br)[CH:23]=2)[CH2:19]1)[CH3:14].C(N(CC)CC)C. The catalyst is [Cu](I)I.C1C=CC([P]([Pd]([P](C2C=CC=CC=2)(C2C=CC=CC=2)C2C=CC=CC=2)([P](C2C=CC=CC=2)(C2C=CC=CC=2)C2C=CC=CC=2)[P](C2C=CC=CC=2)(C2C=CC=CC=2)C2C=CC=CC=2)(C2C=CC=CC=2)C2C=CC=CC=2)=CC=1.ClCCl. The yield is 0.550. The product is [CH2:13]([O:15][C:16](=[O:29])[CH:17]=[C:18]1[CH2:21][CH:20]([C:22]2[CH:27]=[CH:26][CH:25]=[C:24]([C:11]#[C:10][C:7]3[CH:8]=[CH:9][C:4]([O:3][CH:2]([F:12])[F:1])=[CH:5][CH:6]=3)[CH:23]=2)[CH2:19]1)[CH3:14]. (6) The reactants are [CH2:1]1[C:10]2[C:5](=[CH:6][CH:7]=[CH:8][CH:9]=2)[CH2:4][CH2:3][NH:2]1.C([O-])([O-])=O.[K+].[K+].Br[CH2:18][CH:19]1[CH2:21][O:20]1. The catalyst is CC#N. The product is [O:20]1[CH2:21][CH:19]1[CH2:18][N:2]1[CH2:3][CH2:4][C:5]2[C:10](=[CH:9][CH:8]=[CH:7][CH:6]=2)[CH2:1]1. The yield is 0.780. (7) The reactants are [ClH:1].COCCOC[O:8][C:9]1[CH:14]=[CH:13][C:12]([C@@H:15]2[CH2:17][C@H:16]2[NH:18]C(=O)OC(C)(C)C)=[CH:11][CH:10]=1. The catalyst is O1CCOCC1. The product is [ClH:1].[NH2:18][C@@H:16]1[CH2:17][C@H:15]1[C:12]1[CH:13]=[CH:14][C:9]([OH:8])=[CH:10][CH:11]=1. The yield is 0.950.